From a dataset of Full USPTO retrosynthesis dataset with 1.9M reactions from patents (1976-2016). Predict the reactants needed to synthesize the given product. (1) Given the product [F:1][C:2]1[CH:7]=[CH:6][C:5]([CH:8]([C:12]2[CH:17]=[CH:16][C:15]([F:18])=[CH:14][CH:13]=2)[CH2:9][CH2:10][NH:27][CH2:26][CH2:25][C:20]2[CH:21]=[CH:22][CH:23]=[CH:24][N:19]=2)=[CH:4][CH:3]=1, predict the reactants needed to synthesize it. The reactants are: [F:1][C:2]1[CH:7]=[CH:6][C:5]([CH:8]([C:12]2[CH:17]=[CH:16][C:15]([F:18])=[CH:14][CH:13]=2)[CH2:9][CH:10]=O)=[CH:4][CH:3]=1.[N:19]1[CH:24]=[CH:23][CH:22]=[CH:21][C:20]=1[CH2:25][CH2:26][NH2:27].[BH-](OC(C)=O)(OC(C)=O)OC(C)=O.[Na+]. (2) Given the product [CH3:9][O:8][C:5]1[CH:6]=[CH:7][C:2]([C:29]2([OH:34])[C:28]3[C:35]([CH3:36])=[C:24]([N:21]4[CH2:22][CH2:23][N:18]([C:15]5[CH:16]=[CH:17][C:12]([O:11][CH3:10])=[CH:13][CH:14]=5)[CH2:19][CH2:20]4)[C:25]([CH3:38])=[C:26]([CH3:37])[C:27]=3[O:31][C:30]2([CH3:32])[CH3:33])=[CH:3][CH:4]=1, predict the reactants needed to synthesize it. The reactants are: Br[C:2]1[CH:7]=[CH:6][C:5]([O:8][CH3:9])=[CH:4][CH:3]=1.[CH3:10][O:11][C:12]1[CH:17]=[CH:16][C:15]([N:18]2[CH2:23][CH2:22][N:21]([C:24]3[C:25]([CH3:38])=[C:26]([CH3:37])[C:27]4[O:31][C:30]([CH3:33])([CH3:32])[C:29](=[O:34])[C:28]=4[C:35]=3[CH3:36])[CH2:20][CH2:19]2)=[CH:14][CH:13]=1.